This data is from Experimentally validated miRNA-target interactions with 360,000+ pairs, plus equal number of negative samples. The task is: Binary Classification. Given a miRNA mature sequence and a target amino acid sequence, predict their likelihood of interaction. (1) The miRNA is hsa-miR-5581-3p with sequence UUCCAUGCCUCCUAGAAGUUCC. The protein sequence of the target gene is MVDYYEVLGVQRHASPEDIKKAYRKLALKWHPDKNPENKEEAERKFKQVAEAYEVLSDAKKRDIYDKYGKEGLNGGGGGGSHFDSPFEFGFTFRNPDDVFREFFGGRDPFSFDFFEDPFEDFFGNRRGPRGSRSRGTGSFFSAFSGFPSFGSGFSSFDTGFTSFGSLGHGGLTSFSSTSFGGSGMGNFKSISTSTKMVNGRKITTKRIVENGQERVEVEEDGQLKSLTINGVADDDALAEERMRRGQNALPAQPAGLRPPKPPRPASLLRHAPHCLSEEEGEQDRPRAPGPWDPLASAAG.... Result: 1 (interaction). (2) Result: 1 (interaction). The protein sequence of the target gene is MDPLRAQQLAAELEVEMMADMYNRMTSACHRKCVPPHYKEAELSKGESVCLDRCVSKYLDIHERMGKKLTELSMQDEELMKRVQQSSGPA. The miRNA is hsa-miR-3127-3p with sequence UCCCCUUCUGCAGGCCUGCUGG. (3) The miRNA is hsa-miR-5094 with sequence AAUCAGUGAAUGCCUUGAACCU. Result: 0 (no interaction). The protein sequence of the target gene is MAPSLSPGPAALRRAPQLLLLLLAAECALAALLPAREATQFLRPRQRRAFQVFEEAKQGHLERECVEELCSREEAREVFENDPETDYFYPRYLDCINKYGSPYTKNSGFATCVQNLPDQCTPNPCDRKGTQACQDLMGNFFCLCKAGWGGRLCDKDVNECSQENGGCLQICHNKPGSFHCSCHSGFELSSDGRTCQDIDECADSEACGEARCKNLPGSYSCLCDEGFAYSSQEKACRDVDECLQGRCEQVCVNSPGSYTCHCDGRGGLKLSQDMDTCEDILPCVPFSVAKSVKSLYLGRM.... (4) The miRNA is mmu-miR-136-5p with sequence ACUCCAUUUGUUUUGAUGAUGG. The protein sequence of the target gene is MSTPDPPLGGTPRPGPSPGPGPSPGAMLGPSPGPSPGSAHSMMGPSPGPPSAGHPMPTQGPGGYPQDNMHQMHKPMESMHEKGMPDDPRYNQMKGMGMRSGAHTGMAPPPSPMDQHSQGYPSPLGGSEHASSPVPASGPSSGPQMSSGPGGAPLDGSDPQALGQQNRGPTPFNQNQLHQLRAQIMAYKMLARGQPLPDHLQMAVQGKRPMPGMQQQMPTLPPPSVSATGPGPGPGPGPGPGPGPAPPNYSRPHGMGGPNMPPPGPSGVPPGMPGQPPGGPPKPWPEGPMANAAAPTSTPQ.... Result: 1 (interaction).